This data is from Reaction yield outcomes from USPTO patents with 853,638 reactions. The task is: Predict the reaction yield, written as a fraction of the theoretical maximum amount of product (1.0 means a 100% yield; for example, 0.34 means a 34% yield). (1) The reactants are [Si:1]([O:8][CH2:9][CH:10](Cl)[CH:11]=[O:12])([C:4]([CH3:7])([CH3:6])[CH3:5])([CH3:3])[CH3:2].[O:14]=[C:15](/[CH:21]=[CH:22]/[C:23]1[CH:28]=[CH:27][C:26]([CH3:29])=[CH:25][CH:24]=1)[C:16]([O:18][CH2:19][CH3:20])=[O:17]. The catalyst is C(Cl)(Cl)Cl. The product is [Si:1]([O:8][CH2:9][C@@H:10]1[C:11](=[O:12])[O:14][C:15]([C:16]([O:18][CH2:19][CH3:20])=[O:17])=[CH:21][C@@H:22]1[C:23]1[CH:28]=[CH:27][C:26]([CH3:29])=[CH:25][CH:24]=1)([C:4]([CH3:7])([CH3:6])[CH3:5])([CH3:3])[CH3:2]. The yield is 0.830. (2) The reactants are [Cl:1][C:2]1[CH:7]=[C:6]([NH:8][C:9](=[O:15])[O:10][C:11]([CH3:14])([CH3:13])[CH3:12])[N:5]2[N:16]=[CH:17][CH:18]=[C:4]2[N:3]=1.O=P(Cl)(Cl)Cl.CN([CH:27]=[O:28])C. No catalyst specified. The product is [Cl:1][C:2]1[CH:7]=[C:6]([NH:8][C:9](=[O:15])[O:10][C:11]([CH3:13])([CH3:14])[CH3:12])[N:5]2[N:16]=[CH:17][C:18]([CH:27]=[O:28])=[C:4]2[N:3]=1. The yield is 0.270.